Task: Predict the reactants needed to synthesize the given product.. Dataset: Full USPTO retrosynthesis dataset with 1.9M reactions from patents (1976-2016) (1) The reactants are: [OH:1][C:2]1[CH:7]=[CH:6][C:5]([S:8][CH2:9][CH2:10][CH2:11][C:12]([OH:14])=O)=[CH:4][CH:3]=1.[CH:15]([O:18][C:19]1[CH:27]=[CH:26][CH:25]=[CH:24][C:20]=1[CH2:21][NH:22][CH3:23])([CH3:17])[CH3:16]. Given the product [OH:1][C:2]1[CH:3]=[CH:4][C:5]([S:8][CH2:9][CH2:10][CH2:11][C:12]([N:22]([CH2:21][C:20]2[CH:24]=[CH:25][CH:26]=[CH:27][C:19]=2[O:18][CH:15]([CH3:17])[CH3:16])[CH3:23])=[O:14])=[CH:6][CH:7]=1, predict the reactants needed to synthesize it. (2) Given the product [C:1]([O:5][C:6]([N:8]1[CH2:13][CH2:12][CH2:11][C@@H:10]([O:14][C:23]2[CH:24]=[CH:25][C:20]([N:15]3[CH:19]=[CH:18][N:17]=[CH:16]3)=[CH:21][CH:22]=2)[CH2:9]1)=[O:7])([CH3:4])([CH3:2])[CH3:3], predict the reactants needed to synthesize it. The reactants are: [C:1]([O:5][C:6]([N:8]1[CH2:13][CH2:12][CH2:11][C@@H:10]([OH:14])[CH2:9]1)=[O:7])([CH3:4])([CH3:3])[CH3:2].[N:15]1([C:20]2[CH:25]=[CH:24][C:23](O)=[CH:22][CH:21]=2)[CH:19]=[CH:18][N:17]=[CH:16]1.C1(P(C2C=CC=CC=2)C2C=CC=CC=2)C=CC=CC=1.CCOC(/N=N/C(OCC)=O)=O.